This data is from Full USPTO retrosynthesis dataset with 1.9M reactions from patents (1976-2016). The task is: Predict the reactants needed to synthesize the given product. Given the product [C:5]([OH:7])(=[O:6])[C:4]1[CH:8]=[CH:9][CH:10]=[CH:11][CH:3]=1, predict the reactants needed to synthesize it. The reactants are: NC[C:3]1[CH:11]=[CH:10][CH:9]=[CH:8][C:4]=1[C:5]([OH:7])=[O:6].C([O-])([O-])=O.[Na+].[Na+].C1C(=O)N(OC(OCC2C=CC=CC=2)=O)C(=O)C1.